This data is from TCR-epitope binding with 47,182 pairs between 192 epitopes and 23,139 TCRs. The task is: Binary Classification. Given a T-cell receptor sequence (or CDR3 region) and an epitope sequence, predict whether binding occurs between them. (1) The epitope is YLQPRTFLL. The TCR CDR3 sequence is CASSPGLEMGEELFF. Result: 0 (the TCR does not bind to the epitope). (2) The epitope is KLPDDFTGCV. The TCR CDR3 sequence is CSVETDEQYF. Result: 0 (the TCR does not bind to the epitope). (3) The epitope is NYSGVVTTVMF. Result: 0 (the TCR does not bind to the epitope). The TCR CDR3 sequence is CASSLGPYNEQFF. (4) The epitope is SEVGPEHSLAEY. The TCR CDR3 sequence is CASSLEAANTGELFF. Result: 1 (the TCR binds to the epitope). (5) The TCR CDR3 sequence is CASSLEAGGGYNEQFF. Result: 0 (the TCR does not bind to the epitope). The epitope is KLNVGDYFV. (6) The epitope is TPGPGVRYPL. The TCR CDR3 sequence is CASRKGIQETQYF. Result: 1 (the TCR binds to the epitope). (7) The epitope is GLNKIVRMY. The TCR CDR3 sequence is CSARDRADRVLIPDTQYF. Result: 1 (the TCR binds to the epitope).